From a dataset of Retrosynthesis with 50K atom-mapped reactions and 10 reaction types from USPTO. Predict the reactants needed to synthesize the given product. Given the product Cc1ncccc1COc1ccc2cc(Cn3cc(CCC(=O)O)c(-c4ccccc4)c3)ccc2c1, predict the reactants needed to synthesize it. The reactants are: CCOC(=O)CCc1cn(Cc2ccc3cc(OCc4cccnc4C)ccc3c2)cc1-c1ccccc1.